This data is from Forward reaction prediction with 1.9M reactions from USPTO patents (1976-2016). The task is: Predict the product of the given reaction. (1) Given the reactants [CH3:1][C:2]1[CH:3]=[C:4]([N:8]2[CH2:12][CH2:11][CH2:10][C@@H:9]2[CH2:13][N:14]2C(=O)C3C(=CC=CC=3)C2=O)[CH:5]=[CH:6][CH:7]=1.CO, predict the reaction product. The product is: [CH3:1][C:2]1[CH:3]=[C:4]([N:8]2[CH2:12][CH2:11][CH2:10][C@@H:9]2[CH2:13][NH2:14])[CH:5]=[CH:6][CH:7]=1. (2) Given the reactants [N:1]1[CH:6]=[CH:5][CH:4]=[CH:3][C:2]=1[C:7]([NH:10][C:11]([NH:13][O:14][C:15]1[N:20]=[CH:19][C:18]2[N:21]=[C:22]([C:24]([F:27])([F:26])[F:25])[S:23][C:17]=2[CH:16]=1)=[O:12])([CH3:9])[CH3:8].C(=O)([O-])[O-].[K+].[K+].[CH2:34](I)[CH3:35].C(OCC)(=O)C, predict the reaction product. The product is: [CH2:34]([N:13]([O:14][C:15]1[N:20]=[CH:19][C:18]2[N:21]=[C:22]([C:24]([F:26])([F:27])[F:25])[S:23][C:17]=2[CH:16]=1)[C:11]([NH:10][C:7]([C:2]1[CH:3]=[CH:4][CH:5]=[CH:6][N:1]=1)([CH3:8])[CH3:9])=[O:12])[CH3:35]. (3) The product is: [N:26]12[CH2:25][C@@H:24]([NH:23][C:17]([C:13]3[CH:14]=[CH:15][CH:16]=[C:10]4[O:9][C:8]([N:6]5[CH2:5][C@@H:4]([CH3:20])[O:3][C@@H:2]([CH3:1])[CH2:7]5)=[N:12][C:11]=34)=[O:19])[CH:29]([CH2:30][CH2:31]1)[CH2:28][CH2:27]2. Given the reactants [CH3:1][C@H:2]1[CH2:7][N:6]([C:8]2[O:9][C:10]3[C:11](=[C:13]([C:17]([OH:19])=O)[CH:14]=[CH:15][CH:16]=3)[N:12]=2)[CH2:5][C@@H:4]([CH3:20])[O:3]1.Cl.Cl.[NH2:23][C@H:24]1[CH:29]2[CH2:30][CH2:31][N:26]([CH2:27][CH2:28]2)[CH2:25]1, predict the reaction product. (4) Given the reactants [CH2:1]([N:4]([CH2:37][CH2:38][CH3:39])[CH2:5][CH2:6][CH2:7][CH2:8][N:9]([CH2:15][C:16]1[CH:21]=[CH:20][C:19]([CH2:22][N:23]([CH2:31][C:32]2[NH:33][CH:34]=[CH:35][N:36]=2)[CH2:24][C:25]2[N:26]([CH3:30])[CH:27]=[CH:28][N:29]=2)=[CH:18][CH:17]=1)[CH2:10][CH2:11][C:12]([OH:14])=[O:13])[CH2:2][CH3:3].[CH2:40](O)[CH3:41], predict the reaction product. The product is: [CH2:40]([O:13][C:12](=[O:14])[CH2:11][CH2:10][N:9]([CH2:8][CH2:7][CH2:6][CH2:5][N:4]([CH2:1][CH2:2][CH3:3])[CH2:37][CH2:38][CH3:39])[CH2:15][C:16]1[CH:21]=[CH:20][C:19]([CH2:22][N:23]([CH2:31][C:32]2[NH:33][CH:34]=[CH:35][N:36]=2)[CH2:24][C:25]2[N:26]([CH3:30])[CH:27]=[CH:28][N:29]=2)=[CH:18][CH:17]=1)[CH3:41]. (5) Given the reactants [S:1]1[C:5]2[CH:6]=[CH:7][CH:8]=[CH:9][C:4]=2[N:3]=[C:2]1[C:10]1[C:11]([NH2:25])=[N:12][CH:13]=[C:14](B2OC(C)(C)C(C)(C)O2)[CH:15]=1.C[O:27][C:28]([C@H:30]1[CH2:34][C@H:33]([N:35]2[CH:39]=[C:38](I)[CH:37]=[N:36]2)[CH2:32][N:31]1C(OCC1C=CC=CC=1)=O)=[O:29].[F-].O1CCOCC1, predict the reaction product. The product is: [NH2:25][C:11]1[N:12]=[CH:13][C:14]([C:38]2[CH:37]=[N:36][N:35]([C@@H:33]3[CH2:32][NH:31][C@@H:30]([C:28]([OH:29])=[O:27])[CH2:34]3)[CH:39]=2)=[CH:15][C:10]=1[C:2]1[S:1][C:5]2[CH:6]=[CH:7][CH:8]=[CH:9][C:4]=2[N:3]=1. (6) Given the reactants [CH2:1]1[CH:5]2[CH2:6][NH:7][CH2:8][CH:4]2[CH2:3][N:2]1[C:9]1[N:14]=[C:13]([C:15]([F:18])([F:17])[F:16])[N:12]=[C:11]([N:19]([CH3:21])[CH3:20])[CH:10]=1.[N:22]1[N:23]([C:27]2[CH:35]=[CH:34][CH:33]=[CH:32][C:28]=2[C:29](O)=[O:30])[N:24]=[CH:25][CH:26]=1.CN(C(ON1N=NC2C=CC=NC1=2)=[N+](C)C)C.F[P-](F)(F)(F)(F)F.CCN(C(C)C)C(C)C, predict the reaction product. The product is: [CH3:20][N:19]([CH3:21])[C:11]1[CH:10]=[C:9]([N:2]2[CH2:3][CH:4]3[CH:5]([CH2:6][N:7]([C:29]([C:28]4[CH:32]=[CH:33][CH:34]=[CH:35][C:27]=4[N:23]4[N:24]=[CH:25][CH:26]=[N:22]4)=[O:30])[CH2:8]3)[CH2:1]2)[N:14]=[C:13]([C:15]([F:18])([F:17])[F:16])[N:12]=1. (7) Given the reactants C(OC([NH:8][C@H:9]1[CH2:14][C@@H:13]([CH3:15])[CH2:12][N:11]([C:16]2[CH:21]=[CH:20][N:19]=[CH:18][C:17]=2[NH:22][C:23]([C:25]2[C:34]([NH:35]C(=O)OCC3C=CC=CC=3)=[CH:33][C:32]3[C:27](=[CH:28][C:29]([N:46]4[CH2:51][CH2:50][N:49]([CH3:52])[C:48](=[O:53])[CH2:47]4)=[CH:30][CH:31]=3)[N:26]=2)=[O:24])[CH2:10]1)=O)(C)(C)C, predict the reaction product. The product is: [NH2:35][C:34]1[C:25]([C:23]([NH:22][C:17]2[CH:18]=[N:19][CH:20]=[CH:21][C:16]=2[N:11]2[CH2:12][C@H:13]([CH3:15])[CH2:14][C@H:9]([NH2:8])[CH2:10]2)=[O:24])=[N:26][C:27]2[C:32]([CH:33]=1)=[CH:31][CH:30]=[C:29]([N:46]1[CH2:51][CH2:50][N:49]([CH3:52])[C:48](=[O:53])[CH2:47]1)[CH:28]=2. (8) Given the reactants [F:1][C:2]([F:19])([C:6]1[CH:11]=[CH:10][CH:9]=[C:8]([CH2:12][N:13]2[CH2:18][CH2:17][O:16][CH2:15][CH2:14]2)[CH:7]=1)[C:3]([OH:5])=O.Cl.[NH2:21][CH2:22][C:23]1[CH:24]=[C:25]2[C:29](=[CH:30][CH:31]=1)[C:28](=[O:32])[N:27]([CH:33]1[CH2:38][CH2:37][C:36](=[O:39])[NH:35][C:34]1=[O:40])[CH2:26]2.C(N(CC)C(C)C)(C)C.F[P-](F)(F)(F)(F)F.CN(C(N(C)C)=[N+]1C2C(=NC=CC=2)[N+]([O-])=N1)C, predict the reaction product. The product is: [O:40]=[C:34]1[CH:33]([N:27]2[CH2:26][C:25]3[C:29](=[CH:30][CH:31]=[C:23]([CH2:22][NH:21][C:3](=[O:5])[C:2]([F:1])([F:19])[C:6]4[CH:11]=[CH:10][CH:9]=[C:8]([CH2:12][N:13]5[CH2:18][CH2:17][O:16][CH2:15][CH2:14]5)[CH:7]=4)[CH:24]=3)[C:28]2=[O:32])[CH2:38][CH2:37][C:36](=[O:39])[NH:35]1.